Dataset: TCR-epitope binding with 47,182 pairs between 192 epitopes and 23,139 TCRs. Task: Binary Classification. Given a T-cell receptor sequence (or CDR3 region) and an epitope sequence, predict whether binding occurs between them. (1) The epitope is GTITVEELK. The TCR CDR3 sequence is CASSSGSPQETQYF. Result: 0 (the TCR does not bind to the epitope). (2) The epitope is KLWAQCVQL. The TCR CDR3 sequence is CASSDREVDYNEQFF. Result: 1 (the TCR binds to the epitope). (3) The epitope is EPLPQGQLTAY. The TCR CDR3 sequence is CASSPWTDEETQYF. Result: 0 (the TCR does not bind to the epitope). (4) The epitope is SEVGPEHSLAEY. The TCR CDR3 sequence is CASSFRTGPTYEQYF. Result: 1 (the TCR binds to the epitope).